This data is from NCI-60 drug combinations with 297,098 pairs across 59 cell lines. The task is: Regression. Given two drug SMILES strings and cell line genomic features, predict the synergy score measuring deviation from expected non-interaction effect. (1) Synergy scores: CSS=-8.08, Synergy_ZIP=0.903, Synergy_Bliss=-6.21, Synergy_Loewe=-8.27, Synergy_HSA=-9.25. Drug 1: CNC(=O)C1=CC=CC=C1SC2=CC3=C(C=C2)C(=NN3)C=CC4=CC=CC=N4. Drug 2: C1CN(P(=O)(OC1)NCCCl)CCCl. Cell line: HOP-62. (2) Drug 1: CN(CC1=CN=C2C(=N1)C(=NC(=N2)N)N)C3=CC=C(C=C3)C(=O)NC(CCC(=O)O)C(=O)O. Drug 2: COC1=C2C(=CC3=C1OC=C3)C=CC(=O)O2. Cell line: OVCAR3. Synergy scores: CSS=-14.9, Synergy_ZIP=-3.41, Synergy_Bliss=-6.61, Synergy_Loewe=-38.9, Synergy_HSA=-14.4. (3) Drug 1: CC1C(C(CC(O1)OC2CC(CC3=C2C(=C4C(=C3O)C(=O)C5=C(C4=O)C(=CC=C5)OC)O)(C(=O)C)O)N)O.Cl. Drug 2: CC(C)(C#N)C1=CC(=CC(=C1)CN2C=NC=N2)C(C)(C)C#N. Cell line: MCF7. Synergy scores: CSS=14.8, Synergy_ZIP=-5.19, Synergy_Bliss=0.429, Synergy_Loewe=0.0994, Synergy_HSA=0.247. (4) Drug 1: CNC(=O)C1=CC=CC=C1SC2=CC3=C(C=C2)C(=NN3)C=CC4=CC=CC=N4. Drug 2: C1=NC2=C(N1)C(=S)N=C(N2)N. Cell line: OVCAR-5. Synergy scores: CSS=39.3, Synergy_ZIP=2.94, Synergy_Bliss=3.47, Synergy_Loewe=-3.67, Synergy_HSA=2.54. (5) Drug 1: C1CN1C2=NC(=NC(=N2)N3CC3)N4CC4. Drug 2: B(C(CC(C)C)NC(=O)C(CC1=CC=CC=C1)NC(=O)C2=NC=CN=C2)(O)O. Cell line: SN12C. Synergy scores: CSS=55.2, Synergy_ZIP=-1.41, Synergy_Bliss=-2.74, Synergy_Loewe=-8.35, Synergy_HSA=-0.259. (6) Drug 1: COC1=CC(=CC(=C1O)OC)C2C3C(COC3=O)C(C4=CC5=C(C=C24)OCO5)OC6C(C(C7C(O6)COC(O7)C8=CC=CS8)O)O. Drug 2: C(CCl)NC(=O)N(CCCl)N=O. Cell line: HL-60(TB). Synergy scores: CSS=59.7, Synergy_ZIP=4.63, Synergy_Bliss=5.86, Synergy_Loewe=-23.8, Synergy_HSA=5.39. (7) Cell line: NCI-H460. Drug 2: CC1C(C(CC(O1)OC2CC(CC3=C2C(=C4C(=C3O)C(=O)C5=C(C4=O)C(=CC=C5)OC)O)(C(=O)CO)O)N)O.Cl. Synergy scores: CSS=37.8, Synergy_ZIP=-0.661, Synergy_Bliss=-2.53, Synergy_Loewe=-17.1, Synergy_HSA=-2.04. Drug 1: CCN(CC)CCNC(=O)C1=C(NC(=C1C)C=C2C3=C(C=CC(=C3)F)NC2=O)C.